The task is: Predict the reactants needed to synthesize the given product.. This data is from Full USPTO retrosynthesis dataset with 1.9M reactions from patents (1976-2016). (1) Given the product [CH2:29]([O:15][C:12](=[O:13])[C:5]([C:6]1([OH:11])[CH2:7][CH2:8][CH2:9][CH2:10]1)=[O:23])[CH3:30], predict the reactants needed to synthesize it. The reactants are: C(OC#[C:5][C:6]1([OH:11])[CH2:10][CH2:9][CH2:8][CH2:7]1)C.[C:12]([O-:15])(O)=[O:13].[Na+].[O-]S([O-])(=O)=O.[Mg+2].[O-:23][Mn](=O)(=O)=O.[K+].[CH3:29][C:30](C)=O. (2) Given the product [CH2:1]([N:3]([CH2:19][CH3:20])[CH2:4][CH2:5][N:6]1[CH2:11][CH2:10][C:9]2[NH:12][C:13]([CH:16]=[C:32]3[C:31]4[C:35](=[CH:36][CH:37]=[C:29]([C:26]5[CH:27]=[CH:28][C:23]([O:22][CH3:21])=[CH:24][CH:25]=5)[CH:30]=4)[NH:34][C:33]3=[O:38])=[C:14]([CH3:15])[C:8]=2[C:7]1=[O:18])[CH3:2], predict the reactants needed to synthesize it. The reactants are: [CH2:1]([N:3]([CH2:19][CH3:20])[CH2:4][CH2:5][N:6]1[CH2:11][CH2:10][C:9]2[NH:12][C:13]([CH:16]=O)=[C:14]([CH3:15])[C:8]=2[C:7]1=[O:18])[CH3:2].[CH3:21][O:22][C:23]1[CH:28]=[CH:27][C:26]([C:29]2[CH:30]=[C:31]3[C:35](=[CH:36][CH:37]=2)[NH:34][C:33](=[O:38])[CH2:32]3)=[CH:25][CH:24]=1. (3) Given the product [OH:1][C:2]1([C:9]2[CH:14]=[CH:13][CH:12]=[C:11]([O:15][CH3:16])[N:10]=2)[CH2:7][CH2:6][CH:5]([N:17]2[CH2:20][CH:19]([NH:21][C:22]([CH2:24][NH:25][C:26](=[O:37])[C:27]3[CH:32]=[CH:31][CH:30]=[C:29]([C:33]([F:36])([F:34])[F:35])[CH:28]=3)=[O:23])[CH2:18]2)[CH2:4][CH2:3]1, predict the reactants needed to synthesize it. The reactants are: [OH:1][C:2]1([C:9]2[CH:14]=[CH:13][CH:12]=[C:11]([O:15][CH3:16])[N:10]=2)[CH2:7][CH2:6][C:5](=O)[CH2:4][CH2:3]1.[NH:17]1[CH2:20][CH:19]([NH:21][C:22]([CH2:24][NH:25][C:26](=[O:37])[C:27]2[CH:32]=[CH:31][CH:30]=[C:29]([C:33]([F:36])([F:35])[F:34])[CH:28]=2)=[O:23])[CH2:18]1. (4) Given the product [O:1]1[CH2:2][C:3](=[CH:13][C:14]([O:16][CH2:17][CH3:18])=[O:15])[CH2:4]1, predict the reactants needed to synthesize it. The reactants are: [O:1]1[CH2:4][C:3](=O)[CH2:2]1.C1(P(C2C=CC=CC=2)(C2C=CC=CC=2)=[CH:13][C:14]([O:16][CH2:17][CH3:18])=[O:15])C=CC=CC=1. (5) Given the product [CH:1]1([CH2:7][CH2:8][C:9]([NH:33][C:30]2[CH:31]=[CH:32][C:27]([C:24]3[S:23][C:22]([C:20]([NH:19][CH:14]([CH:13]([CH3:36])[CH3:12])[C:15]([O:17][CH3:18])=[O:16])=[O:21])=[N:26][CH:25]=3)=[CH:28][CH:29]=2)=[O:10])[CH2:6][CH2:5][CH2:4][CH2:3][CH2:2]1, predict the reactants needed to synthesize it. The reactants are: [CH:1]1([CH2:7][CH2:8][C:9](Cl)=[O:10])[CH2:6][CH2:5][CH2:4][CH2:3][CH2:2]1.[CH3:12][CH:13]([CH3:36])[CH:14]([NH:19][C:20]([C:22]1[S:23][C:24]([C:27]2[CH:32]=[CH:31][C:30]([N+:33]([O-])=O)=[CH:29][CH:28]=2)=[CH:25][N:26]=1)=[O:21])[C:15]([O:17][CH3:18])=[O:16]. (6) Given the product [CH2:18]([O:15][C:14](=[O:16])[CH2:13][C@H:10]1[CH2:11][CH2:12][N:8]([C:6]([O:5][C:2]([CH3:1])([CH3:3])[CH3:4])=[O:7])[CH2:9]1)[CH3:19], predict the reactants needed to synthesize it. The reactants are: [CH3:1][C:2]([O:5][C:6]([N:8]1[CH2:12][CH2:11][C@H:10]([CH2:13][C:14]([OH:16])=[O:15])[CH2:9]1)=[O:7])([CH3:4])[CH3:3].Cl.[CH2:18](N=C=NCCCN(C)C)[CH3:19].C(O)C. (7) Given the product [N+:21]([C:12]1[CH:13]=[CH:14][C:15]([OH:17])=[CH:16][C:11]=1[O:7][CH:4]1[CH2:5][CH2:6][O:1][CH2:2][CH2:3]1)([O-:23])=[O:22], predict the reactants needed to synthesize it. The reactants are: [O:1]1[CH2:6][CH2:5][CH:4]([OH:7])[CH2:3][CH2:2]1.[H-].[Na+].F[C:11]1[CH:16]=[C:15]([O:17]COC)[CH:14]=[CH:13][C:12]=1[N+:21]([O-:23])=[O:22].Cl. (8) Given the product [C:13]([N:8]1[C:9]2[C:5](=[CH:4][CH:3]=[C:2]([Br:1])[CH:10]=2)[CH:6]([CH3:12])[C:7]1=[O:11])(=[O:15])[CH3:14], predict the reactants needed to synthesize it. The reactants are: [Br:1][C:2]1[CH:10]=[C:9]2[C:5]([CH:6]([CH3:12])[C:7](=[O:11])[NH:8]2)=[CH:4][CH:3]=1.[C:13](OC(=O)C)(=[O:15])[CH3:14].C1(C)C(C)=CC=CC=1. (9) Given the product [Cl:3][C:4]1[CH:5]=[C:6]([C:10]2([C:11]#[N:12])[CH2:42][CH2:41][N:33]([C:34]([O:35][C:36]([CH3:38])([CH3:37])[CH3:39])=[O:40])[CH2:32][CH2:31]2)[CH:7]=[CH:8][CH:9]=1, predict the reactants needed to synthesize it. The reactants are: [H-].[Na+].[Cl:3][C:4]1[CH:5]=[C:6]([CH2:10][C:11]#[N:12])[CH:7]=[CH:8][CH:9]=1.C1OCCOCCOCCOCCOC1.[Na+].[I-].Cl[CH2:31][CH2:32][N:33]([CH2:41][CH2:42]Cl)[C:34](=[O:40])[O:35][C:36]([CH3:39])([CH3:38])[CH3:37].[NH4+].[Cl-]. (10) Given the product [CH3:2][O:40][N:41]([CH3:45])[C:18]([C:17]1[C:13]([O:12][CH2:11][C:10]2[CH:22]=[CH:23][C:24]([O:25][CH2:26][C:27]3[N:28]=[C:29]([C:33]4[CH:34]=[CH:35][CH:36]=[CH:37][CH:38]=4)[O:30][C:31]=3[CH3:32])=[C:8]([O:7][CH3:6])[CH:9]=2)=[N:14][N:15]([CH3:21])[CH:16]=1)=[O:20], predict the reactants needed to synthesize it. The reactants are: Cl.[CH3:2]OCN.[CH3:6][O:7][C:8]1[CH:9]=[C:10]([CH:22]=[CH:23][C:24]=1[O:25][CH2:26][C:27]1[N:28]=[C:29]([C:33]2[CH:38]=[CH:37][CH:36]=[CH:35][CH:34]=2)[O:30][C:31]=1[CH3:32])[CH2:11][O:12][C:13]1[C:17]([C:18]([OH:20])=O)=[CH:16][N:15]([CH3:21])[N:14]=1.O.[OH:40][N:41]1[C:45]2C=CC=CC=2N=N1.Cl.C(N=C=NCCCN(C)C)C.